Dataset: Retrosynthesis with 50K atom-mapped reactions and 10 reaction types from USPTO. Task: Predict the reactants needed to synthesize the given product. (1) Given the product COc1ccc(N(C(=O)CN2C(=O)C(Cc3n[nH]c4ccccc34)C(=O)N(c3cccnc3)c3ccccc32)C(C)C)cc1, predict the reactants needed to synthesize it. The reactants are: COc1ccc(N(C(=O)CN2C(=O)C(Cc3nn(C(=O)OC(C)(C)C)c4ccccc34)C(=O)N(c3cccnc3)c3ccccc32)C(C)C)cc1. (2) Given the product OC[C@H]1CNC[C@@H](O)[C@@H]1O, predict the reactants needed to synthesize it. The reactants are: OC[C@H]1CNC[C@@H](OCc2ccccc2)[C@@H]1O. (3) The reactants are: CSc1ccc(-c2oncc2CCCO)cc1.O=C(OO)c1cccc(Cl)c1. Given the product CS(=O)c1ccc(-c2oncc2CCCO)cc1, predict the reactants needed to synthesize it.